Dataset: Peptide-MHC class I binding affinity with 185,985 pairs from IEDB/IMGT. Task: Regression. Given a peptide amino acid sequence and an MHC pseudo amino acid sequence, predict their binding affinity value. This is MHC class I binding data. (1) The peptide sequence is AVREATAAF. The MHC is HLA-B15:09 with pseudo-sequence HLA-B15:09. The binding affinity (normalized) is 0.0847. (2) The peptide sequence is MSAEVAELY. The MHC is Mamu-A2601 with pseudo-sequence Mamu-A2601. The binding affinity (normalized) is 0.00529. (3) The peptide sequence is SEAFEYYHTL. The MHC is HLA-B45:01 with pseudo-sequence HLA-B45:01. The binding affinity (normalized) is 0.621. (4) The peptide sequence is LLVLQAGFFL. The MHC is HLA-A11:01 with pseudo-sequence HLA-A11:01. The binding affinity (normalized) is 0.156. (5) The peptide sequence is FTIRDVLAY. The MHC is HLA-A01:01 with pseudo-sequence HLA-A01:01. The binding affinity (normalized) is 0.898. (6) The peptide sequence is GLTSAVIDA. The MHC is HLA-A02:02 with pseudo-sequence HLA-A02:02. The binding affinity (normalized) is 0.366. (7) The peptide sequence is WEAWWTEY. The MHC is HLA-B45:01 with pseudo-sequence HLA-B45:01. The binding affinity (normalized) is 0.142. (8) The peptide sequence is SDYLELDTI. The MHC is HLA-B54:01 with pseudo-sequence HLA-B54:01. The binding affinity (normalized) is 0. (9) The peptide sequence is TWKLARASF. The MHC is HLA-A23:01 with pseudo-sequence HLA-A23:01. The binding affinity (normalized) is 0.502. (10) The peptide sequence is IAHVRDVVM. The MHC is HLA-A02:03 with pseudo-sequence HLA-A02:03. The binding affinity (normalized) is 0.0847.